This data is from Peptide-MHC class II binding affinity with 134,281 pairs from IEDB. The task is: Regression. Given a peptide amino acid sequence and an MHC pseudo amino acid sequence, predict their binding affinity value. This is MHC class II binding data. (1) The peptide sequence is RYLEFEALGFLNEDH. The MHC is DRB1_0901 with pseudo-sequence DRB1_0901. The binding affinity (normalized) is 0.542. (2) The peptide sequence is KEPLKECGGILQAYD. The MHC is HLA-DQA10104-DQB10503 with pseudo-sequence HLA-DQA10104-DQB10503. The binding affinity (normalized) is 0.497.